Dataset: Full USPTO retrosynthesis dataset with 1.9M reactions from patents (1976-2016). Task: Predict the reactants needed to synthesize the given product. (1) Given the product [CH:26]1[C:25]2[NH:20][C:8]3[C:12](=[CH:13][CH:14]=[CH:15][CH:7]=3)[S:11][C:10]=2[CH:9]=[CH:17][CH:27]=1.[C:50]1([CH:57]=[CH:56][C:54]([OH:55])=[CH:53][CH:52]=1)[OH:51].[S:1]([OH:5])([OH:4])(=[O:3])=[O:2].[CH3:6][C:7]1[CH:15]=[CH:14][CH:13]=[CH:12][S:11][C:10]([CH3:16])=[C:9]([CH3:17])[C:8]=1[CH3:18], predict the reactants needed to synthesize it. The reactants are: [S:1]([OH:5])([OH:4])(=[O:3])=[O:2].[CH3:6][C:7]1[CH:15]=[CH:14][CH:13]=[CH:12][S:11][C:10]([CH3:16])=[C:9]([CH3:17])[C:8]=1[CH3:18].S1C=CC=C[NH:20]1.[C:25](O)(=O)[CH:26]=[CH2:27].C(OCCC(O)=O)(=O)C=C.C=O.C(O)(=O)/C=C\C(O)=O.[C:50]1([CH:57]=[CH:56][C:54]([OH:55])=[CH:53][CH:52]=1)[OH:51]. (2) Given the product [CH:1]1([N:6]2[C:11]3[N:12]=[C:13]([S:17][CH3:18])[N:14]=[C:15]([CH3:16])[C:10]=3[CH:9]=[C:8]([C:19]3[CH:20]=[N:21][N:22]([CH2:25][C:26]([OH:27])([CH3:29])[CH3:28])[CH:23]=3)[C:7]2=[O:24])[CH2:5][CH2:4][CH2:3][CH2:2]1, predict the reactants needed to synthesize it. The reactants are: [CH:1]1([N:6]2[C:11]3[N:12]=[C:13]([S:17][CH3:18])[N:14]=[C:15]([CH3:16])[C:10]=3[CH:9]=[C:8]([C:19]3[CH:20]=[N:21][NH:22][CH:23]=3)[C:7]2=[O:24])[CH2:5][CH2:4][CH2:3][CH2:2]1.[CH3:25][C:26]1([CH3:29])[CH2:28][O:27]1.C(=O)([O-])[O-].[K+].[K+]. (3) Given the product [Cl:1][C:2]1[N:3]=[C:4]([CH3:12])[C:5]([C:8]([OH:10])=[O:9])=[N:6][CH:7]=1, predict the reactants needed to synthesize it. The reactants are: [Cl:1][C:2]1[N:3]=[C:4]([CH3:12])[C:5]([C:8]([O:10]C)=[O:9])=[N:6][CH:7]=1.[OH-].[Na+].Cl. (4) Given the product [CH2:1]([O:8][CH2:9][C@H:10]([NH:18][C:19](=[O:25])[O:20][C:21]([CH3:24])([CH3:23])[CH3:22])[C:11]1[N:13]([CH2:14][CH2:15][C:16]#[N:17])[N:65]=[N:64][N:63]=1)[C:2]1[CH:7]=[CH:6][CH:5]=[CH:4][CH:3]=1, predict the reactants needed to synthesize it. The reactants are: [CH2:1]([O:8][CH2:9][C@H:10]([NH:18][C:19](=[O:25])[O:20][C:21]([CH3:24])([CH3:23])[CH3:22])[C:11]([NH:13][CH2:14][CH2:15][C:16]#[N:17])=O)[C:2]1[CH:7]=[CH:6][CH:5]=[CH:4][CH:3]=1.C1(P(C2C=CC=CC=2)C2C=CC=CC=2)C=CC=CC=1.N(C(OC(C)C)=O)=NC(OC(C)C)=O.C[Si]([N:63]=[N+:64]=[N-:65])(C)C. (5) Given the product [CH3:17][S:18]([O:13][CH2:12][C:3]1[C:2]([Cl:1])=[CH:7][C:6]([C:8]([F:11])([F:9])[F:10])=[CH:5][N:4]=1)(=[O:20])=[O:19], predict the reactants needed to synthesize it. The reactants are: [Cl:1][C:2]1[C:3]([CH2:12][OH:13])=[N:4][CH:5]=[C:6]([C:8]([F:11])([F:10])[F:9])[CH:7]=1.ClCCl.[CH3:17][S:18](Cl)(=[O:20])=[O:19]. (6) Given the product [Br:1][C:2]1[C:3]([CH3:8])=[N+:4]([O-:11])[CH:5]=[CH:6][CH:7]=1, predict the reactants needed to synthesize it. The reactants are: [Br:1][C:2]1[C:3]([CH3:8])=[N:4][CH:5]=[CH:6][CH:7]=1.C(OO)(=[O:11])C. (7) Given the product [CH3:11][O:12][C:13]([C:15]1[CH:24]=[CH:23][C:22]2[C:17](=[CH:18][CH:19]=[C:20]([C:25]([C:28]3[CH:33]=[CH:32][C:31]([O:34][CH:2]([CH2:9][CH3:10])[C:3](=[O:8])[C:4]([CH3:7])([CH3:6])[CH3:5])=[C:30]([CH3:35])[CH:29]=3)([CH2:36][CH3:37])[CH2:26][CH3:27])[CH:21]=2)[CH:16]=1)=[O:14], predict the reactants needed to synthesize it. The reactants are: Br[CH:2]([CH2:9][CH3:10])[C:3](=[O:8])[C:4]([CH3:7])([CH3:6])[CH3:5].[CH3:11][O:12][C:13]([C:15]1[CH:24]=[CH:23][C:22]2[C:17](=[CH:18][CH:19]=[C:20]([C:25]([CH2:36][CH3:37])([C:28]3[CH:33]=[CH:32][C:31]([OH:34])=[C:30]([CH3:35])[CH:29]=3)[CH2:26][CH3:27])[CH:21]=2)[CH:16]=1)=[O:14].C([O-])([O-])=O.[K+].[K+]. (8) Given the product [CH3:8][C:9]1[C:17]([CH3:18])=[CH:16][CH:15]=[C:14]2[C:10]=1[CH:11]=[C:12]([C:19]([O:21][CH2:22][CH3:23])=[O:20])[N:13]2[CH2:25][CH2:26][CH2:27][C:28]#[N:29], predict the reactants needed to synthesize it. The reactants are: CN(C)C=O.[H-].[Na+].[CH3:8][C:9]1[C:17]([CH3:18])=[CH:16][CH:15]=[C:14]2[C:10]=1[CH:11]=[C:12]([C:19]([O:21][CH2:22][CH3:23])=[O:20])[NH:13]2.Br[CH2:25][CH2:26][CH2:27][C:28]#[N:29].